From a dataset of Catalyst prediction with 721,799 reactions and 888 catalyst types from USPTO. Predict which catalyst facilitates the given reaction. (1) Reactant: [N:1]1[CH:6]=[CH:5][CH:4]=[C:3]([C:7]2[C:11]3[CH2:12][NH:13][CH2:14][CH2:15][C:10]=3[NH:9][N:8]=2)[N:2]=1.[Cl:16][C:17]1[CH:18]=[C:19]([NH:23][C:24](=O)[O:25]C2C=CC=CC=2)[CH:20]=[CH:21][CH:22]=1. The catalyst class is: 2. Product: [Cl:16][C:17]1[CH:18]=[C:19]([NH:23][C:24]([N:13]2[CH2:14][CH2:15][C:10]3[NH:9][N:8]=[C:7]([C:3]4[N:2]=[N:1][CH:6]=[CH:5][CH:4]=4)[C:11]=3[CH2:12]2)=[O:25])[CH:20]=[CH:21][CH:22]=1. (2) Reactant: C(O[C:6]([N:8](C)[C:9]([C:11]1[C:12]([C:34]2[CH:39]=[CH:38][C:37]([F:40])=[CH:36][CH:35]=2)=[N:13][N:14]2[CH:19]=[CH:18][C:17]([C:20]3[C:21]([CH3:32])=[N:22][C:23]([O:30][CH3:31])=[C:24]([CH:29]=3)[C:25]([O:27][CH3:28])=[O:26])=[C:16]([F:33])[C:15]=12)=[O:10])=O)(C)(C)C.C(O)(C(F)(F)F)=O. Product: [F:33][C:16]1[C:15]2[N:14]([N:13]=[C:12]([C:34]3[CH:35]=[CH:36][C:37]([F:40])=[CH:38][CH:39]=3)[C:11]=2[C:9](=[O:10])[NH:8][CH3:6])[CH:19]=[CH:18][C:17]=1[C:20]1[C:21]([CH3:32])=[N:22][C:23]([O:30][CH3:31])=[C:24]([CH:29]=1)[C:25]([O:27][CH3:28])=[O:26]. The catalyst class is: 4.